From a dataset of Reaction yield outcomes from USPTO patents with 853,638 reactions. Predict the reaction yield, written as a fraction of the theoretical maximum amount of product (1.0 means a 100% yield; for example, 0.34 means a 34% yield). (1) The reactants are [CH3:1][C:2]1[O:6][N:5]=[C:4]([C:7]2[CH:12]=[CH:11][CH:10]=[CH:9][CH:8]=2)[C:3]=1[CH2:13][O:14][C:15]1[CH:23]=[CH:22][C:18]([C:19]([OH:21])=O)=[CH:17][N:16]=1.[NH:24]1[CH2:27][CH2:26][CH2:25]1. No catalyst specified. The product is [N:24]1([C:19]([C:18]2[CH:17]=[N:16][C:15]([O:14][CH2:13][C:3]3[C:4]([C:7]4[CH:8]=[CH:9][CH:10]=[CH:11][CH:12]=4)=[N:5][O:6][C:2]=3[CH3:1])=[CH:23][CH:22]=2)=[O:21])[CH2:27][CH2:26][CH2:25]1. The yield is 0.280. (2) The yield is 0.600. The reactants are [CH3:1][C:2]1[CH:7]=[CH:6][N:5]=[C:4]([NH2:8])[CH:3]=1.[CH:9]([C:11]1[CH:20]=[CH:19][C:14]([C:15]([NH:17][CH3:18])=[O:16])=[CH:13][C:12]=1[CH3:21])=O.[C:22]([C@@H:24]1[O:29][CH2:28][C@H:27]([CH3:30])[N:26]([C:31]([O:33][C:34]([CH3:37])([CH3:36])[CH3:35])=[O:32])[CH2:25]1)#[CH:23].N#N. The product is [CH3:30][C@@H:27]1[N:26]([C:31]([O:33][C:34]([CH3:37])([CH3:36])[CH3:35])=[O:32])[CH2:25][C@H:24]([CH2:22][C:23]2[N:5]3[CH:6]=[CH:7][C:2]([CH3:1])=[CH:3][C:4]3=[N:8][C:9]=2[C:11]2[CH:20]=[CH:19][C:14]([C:15](=[O:16])[NH:17][CH3:18])=[CH:13][C:12]=2[CH3:21])[O:29][CH2:28]1. The catalyst is CN(C)C(=O)C.[Cu]Cl.C(O)C.C1(C)C=CC=CC=1. (3) The reactants are [Br:1][C:2]1[CH:3]=[C:4]([CH:6]=[C:7](Br)[CH:8]=1)[NH2:5].N1CCC[C@H]1C(O)=O.C([O-])([O-])=O.[Cs+].[Cs+].[NH:24]1[CH:28]=[CH:27][CH:26]=[N:25]1. The catalyst is CS(C)=O.[Cu]I.O. The product is [Br:1][C:2]1[CH:3]=[C:4]([NH2:5])[CH:6]=[C:7]([N:24]2[CH:28]=[CH:27][CH:26]=[N:25]2)[CH:8]=1. The yield is 0.370. (4) The reactants are Cl.[NH2:2][CH2:3][C:4]1[CH:5]=[C:6]2[C:11](=[CH:12][CH:13]=1)[N:10]=[C:9]([CH3:14])[N:8]([CH:15]1[CH2:20][CH2:19][C:18](=[O:21])[NH:17][C:16]1=[O:22])[C:7]2=[O:23].[CH3:24][N:25]([CH3:29])[C:26](Cl)=[O:27].C(N(CC)C(C)C)(C)C. The yield is 0.520. The catalyst is C(#N)C. The product is [O:22]=[C:16]1[CH:15]([N:8]2[C:7](=[O:23])[C:6]3[C:11](=[CH:12][CH:13]=[C:4]([CH2:3][NH:2][C:26](=[O:27])[N:25]([CH3:29])[CH3:24])[CH:5]=3)[N:10]=[C:9]2[CH3:14])[CH2:20][CH2:19][C:18](=[O:21])[NH:17]1.